From a dataset of Forward reaction prediction with 1.9M reactions from USPTO patents (1976-2016). Predict the product of the given reaction. (1) Given the reactants [H-].[Na+].[OH:3][NH:4][C:5](=[NH:7])[CH3:6].[CH:8]([O:11][C:12]([N:14]1[CH2:19][CH2:18][CH:17]([CH2:20][CH2:21][CH2:22][O:23][C:24]2[CH:29]=[CH:28][C:27]([C:30](OC)=O)=[C:26]([F:34])[CH:25]=2)[CH2:16][CH2:15]1)=[O:13])([CH3:10])[CH3:9], predict the reaction product. The product is: [CH:8]([O:11][C:12]([N:14]1[CH2:19][CH2:18][CH:17]([CH2:20][CH2:21][CH2:22][O:23][C:24]2[CH:29]=[CH:28][C:27]([C:30]3[O:3][N:4]=[C:5]([CH3:6])[N:7]=3)=[C:26]([F:34])[CH:25]=2)[CH2:16][CH2:15]1)=[O:13])([CH3:9])[CH3:10]. (2) Given the reactants C([Li])CCC.C(OP([CH2:14][C:15]([OH:17])=[O:16])(OCC)=O)C.[Cl:18][C:19](=[CH:22][C:23]1[CH:28]=[CH:27][CH:26]=[CH:25][CH:24]=1)[CH:20]=O.Cl, predict the reaction product. The product is: [Cl:18][C:19](=[CH:22][C:23]1[CH:28]=[CH:27][CH:26]=[CH:25][CH:24]=1)[CH:20]=[CH:14][C:15]([OH:17])=[O:16]. (3) Given the reactants [Li+].C[Si]([N-][Si](C)(C)C)(C)C.[NH2:11][C:12]1[CH:17]=[CH:16][CH:15]=[CH:14][CH:13]=1.[F:18][C:19]1[CH:24]=[CH:23][C:22]([N+:25]([O-:27])=[O:26])=[C:21](F)[C:20]=1[CH3:29], predict the reaction product. The product is: [F:18][C:19]1[C:20]([CH3:29])=[C:21]([NH:11][C:12]2[CH:17]=[CH:16][CH:15]=[CH:14][CH:13]=2)[C:22]([N+:25]([O-:27])=[O:26])=[CH:23][CH:24]=1. (4) Given the reactants [K].[C:2]([O:6][C:7]([N:9]1[C@@H:13]([CH2:14][C:15]2[CH:20]=[CH:19][C:18]([OH:21])=[CH:17][CH:16]=2)[CH2:12][O:11][C:10]1([CH3:23])[CH3:22])=[O:8])([CH3:5])([CH3:4])[CH3:3].Cl[C:25]1[C:34]2[C:29](=[CH:30][C:31]([Cl:35])=[CH:32][CH:33]=2)[N:28]=[CH:27][CH:26]=1, predict the reaction product. The product is: [C:2]([O:6][C:7]([N:9]1[C@@H:13]([CH2:14][C:15]2[CH:16]=[CH:17][C:18]([O:21][C:25]3[C:34]4[C:29](=[CH:30][C:31]([Cl:35])=[CH:32][CH:33]=4)[N:28]=[CH:27][CH:26]=3)=[CH:19][CH:20]=2)[CH2:12][O:11][C:10]1([CH3:23])[CH3:22])=[O:8])([CH3:5])([CH3:3])[CH3:4]. (5) Given the reactants COC1C=CC(C([O:22][CH2:23][C@H:24]2[O:28][C@@H:27]([N:29]3[CH:50]=[CH:49][C:33]([NH:34][C:35](=[O:48])[CH2:36][O:37][C:38]4[CH:43]=[CH:42][C:41]([C:44]([CH3:47])([CH3:46])[CH3:45])=[CH:40][CH:39]=4)=[N:32][C:30]3=[O:31])[CH2:26][C@@H:25]2[O:51][C:52]([O:54][C:55]2[CH:60]=[CH:59][C:58]([N+:61]([O-:63])=[O:62])=[CH:57][CH:56]=2)=[O:53])(C2C=CC=CC=2)C2C=CC(OC)=CC=2)=CC=1.C1(C)C=CC(S(O)(=O)=O)=CC=1, predict the reaction product. The product is: [C:44]([C:41]1[CH:40]=[CH:39][C:38]([O:37][CH2:36][C:35]([NH:34][C:33]2[CH:49]=[CH:50][N:29]([C@@H:27]3[O:28][C@H:24]([CH2:23][OH:22])[C@@H:25]([O:51][C:52]([O:54][C:55]4[CH:60]=[CH:59][C:58]([N+:61]([O-:63])=[O:62])=[CH:57][CH:56]=4)=[O:53])[CH2:26]3)[C:30](=[O:31])[N:32]=2)=[O:48])=[CH:43][CH:42]=1)([CH3:47])([CH3:45])[CH3:46]. (6) Given the reactants C[Si](C)(C)[C:3]([F:6])([F:5])[F:4].[Cl:9][C:10]1[CH:17]=[CH:16][CH:15]=[C:14]([Cl:18])[C:11]=1[CH:12]=[O:13].Cl, predict the reaction product. The product is: [Cl:9][C:10]1[CH:17]=[CH:16][CH:15]=[C:14]([Cl:18])[C:11]=1[CH:12]([OH:13])[C:3]([F:6])([F:5])[F:4].